This data is from Reaction yield outcomes from USPTO patents with 853,638 reactions. The task is: Predict the reaction yield, written as a fraction of the theoretical maximum amount of product (1.0 means a 100% yield; for example, 0.34 means a 34% yield). The reactants are C[C:2]1([CH3:11])[C:6]([CH3:8])([CH3:7])OB(C=C)O1.BrC1C=[C:15]2[S:21][C:20]([C:22]([O:24][CH3:25])=[O:23])=[C:19]([NH:26][C:27]([O:29][C:30]([CH3:33])([CH3:32])[CH3:31])=[O:28])[C:16]2=[N:17]C=1.CCN(C(C)C)C(C)C. The catalyst is O1CCOCC1.O.CC(C)([P](C(C)(C)C)([Pd][P](C(C)(C)C)(C(C)(C)C)C(C)(C)C)C(C)(C)C)C. The product is [C:30]([O:29][C:27]([NH:26][C:19]1[C:16]2=[N:17][CH:8]=[C:6]([CH:2]=[CH2:11])[CH:7]=[C:15]2[S:21][C:20]=1[C:22]([O:24][CH3:25])=[O:23])=[O:28])([CH3:33])([CH3:32])[CH3:31]. The yield is 0.996.